This data is from Reaction yield outcomes from USPTO patents with 853,638 reactions. The task is: Predict the reaction yield, written as a fraction of the theoretical maximum amount of product (1.0 means a 100% yield; for example, 0.34 means a 34% yield). (1) The reactants are [C:1]([C:3]1[C:8]2[N:9]=[C:10]([N:12]([CH3:21])[CH2:13][CH2:14][CH2:15][C:16]([N:18]([CH3:20])[CH3:19])=[O:17])[O:11][C:7]=2[C:6](F)=[C:5]([C:23]2[CH:28]=[CH:27][CH:26]=[CH:25][CH:24]=2)[C:4]=1[CH3:29])#[N:2].C(N(CC)CC)C.[CH3:37][N:38]([CH3:44])[C@H:39]1[CH2:43][CH2:42][NH:41][CH2:40]1. The catalyst is CS(C)=O.ClCCl. The product is [C:1]([C:3]1[C:8]2[N:9]=[C:10]([N:12]([CH3:21])[CH2:13][CH2:14][CH2:15][C:16]([N:18]([CH3:20])[CH3:19])=[O:17])[O:11][C:7]=2[C:6]([N:41]2[CH2:42][CH2:43][C@H:39]([N:38]([CH3:44])[CH3:37])[CH2:40]2)=[C:5]([C:23]2[CH:28]=[CH:27][CH:26]=[CH:25][CH:24]=2)[C:4]=1[CH3:29])#[N:2]. The yield is 0.560. (2) The reactants are [CH3:1][N:2]1[CH2:7][CH2:6][CH2:5][CH2:4][C@@H:3]1[C:8]([O:10]C1C(F)=C(F)C(F)=C(F)C=1F)=O.Cl.[NH2:23][C@@H:24]([C@@H:58]([CH3:61])[CH2:59][CH3:60])[C:25]([N:27]([C@@H:29]([CH:55]([CH3:57])[CH3:56])[CH2:30][C@H:31]([C:33]1[S:34][CH:35]=[C:36]([C:38]([NH:40][C@@H:41]([CH2:48][C:49]2[CH:54]=[CH:53][CH:52]=[CH:51][CH:50]=2)[CH2:42][C@H:43]([CH3:47])[C:44]([OH:46])=[O:45])=[O:39])[N:37]=1)[OH:32])[CH3:28])=[O:26].C(N(C(C)C)CC)(C)C.CO. The catalyst is C(OCC)(=O)C.C(Cl)Cl. The product is [CH3:28][N:27]([C@@H:29]([CH:55]([CH3:56])[CH3:57])[CH2:30][C@H:31]([C:33]1[S:34][CH:35]=[C:36]([C:38]([NH:40][C@@H:41]([CH2:48][C:49]2[CH:54]=[CH:53][CH:52]=[CH:51][CH:50]=2)[CH2:42][C@H:43]([CH3:47])[C:44]([OH:46])=[O:45])=[O:39])[N:37]=1)[OH:32])[C:25](=[O:26])[C@@H:24]([NH:23][C:8]([C@H:3]1[CH2:4][CH2:5][CH2:6][CH2:7][N:2]1[CH3:1])=[O:10])[C@@H:58]([CH3:61])[CH2:59][CH3:60]. The yield is 0.360. (3) The reactants are [C:1]([CH2:3][CH2:4][C:5]([OH:7])=O)#[N:2].F[P-](F)(F)(F)(F)F.C(C(=NO[C+](N(C)C)N1CCOCC1)C(OCC)=O)#N.CN1CCOCC1.Cl.[NH2:43][C@H:44]([NH:46][C:47](=[O:74])[C:48]1[CH:53]=[CH:52][C:51](/[CH:54]=[CH:55]/[CH:56]([C:61]2[CH:66]=[C:65]([Cl:67])[C:64]([Cl:68])=[C:63]([Cl:69])[CH:62]=2)[C:57]([F:60])([F:59])[F:58])=[CH:50][C:49]=1[C:70]([F:73])([F:72])[F:71])[CH3:45]. The catalyst is CN(C)C=O.C(OCC)(=O)C. The product is [C:1]([CH2:3][CH2:4][C:5]([NH:43][C@H:44]([NH:46][C:47](=[O:74])[C:48]1[CH:53]=[CH:52][C:51](/[CH:54]=[CH:55]/[CH:56]([C:61]2[CH:66]=[C:65]([Cl:67])[C:64]([Cl:68])=[C:63]([Cl:69])[CH:62]=2)[C:57]([F:60])([F:58])[F:59])=[CH:50][C:49]=1[C:70]([F:73])([F:72])[F:71])[CH3:45])=[O:7])#[N:2]. The yield is 0.230. (4) The reactants are [CH2:1]([C:3]1[CH:8]=[C:7]([C:9]2[S:10][C:11]([C:14]([O:16][CH3:17])=[O:15])=[CH:12][CH:13]=2)[CH:6]=[CH:5][N+:4]=1[O-])[CH3:2]. The catalyst is CCO.[Pd]. The product is [CH2:1]([C:3]1[CH:8]=[C:7]([C:9]2[S:10][C:11]([C:14]([O:16][CH3:17])=[O:15])=[CH:12][CH:13]=2)[CH:6]=[CH:5][N:4]=1)[CH3:2]. The yield is 0.990. (5) The reactants are C(OC([N:8]1[C@H:13]([CH3:14])[CH2:12][N:11]([CH2:15][C:16]([NH:18][C:19]2[CH:20]=[C:21]([CH:51]=[CH:52][C:53]=2[O:54][CH3:55])[C:22]([O:24][C@H:25]([C:36]2[CH:41]=[CH:40][C:39]([O:42][CH:43]([F:45])[F:44])=[C:38]([O:46][CH2:47][CH:48]3[CH2:50][CH2:49]3)[CH:37]=2)[CH2:26][C:27]2[C:32]([Cl:33])=[CH:31][N+:30]([O-:34])=[CH:29][C:28]=2[Cl:35])=[O:23])=[O:17])[C@@H:10]([CH3:56])[CH2:9]1)=O)(C)(C)C. The catalyst is Cl.O1CCOCC1. The product is [Cl:35][C:28]1[CH:29]=[N+:30]([O-:34])[CH:31]=[C:32]([Cl:33])[C:27]=1[CH2:26][C@@H:25]([C:36]1[CH:41]=[CH:40][C:39]([O:42][CH:43]([F:45])[F:44])=[C:38]([O:46][CH2:47][CH:48]2[CH2:50][CH2:49]2)[CH:37]=1)[O:24][C:22](=[O:23])[C:21]1[CH:51]=[CH:52][C:53]([O:54][CH3:55])=[C:19]([NH:18][C:16](=[O:17])[CH2:15][N:11]2[CH2:12][C@@H:13]([CH3:14])[NH:8][CH2:9][C@@H:10]2[CH3:56])[CH:20]=1. The yield is 0.690. (6) The catalyst is CO. The product is [NH2:26][CH:24]([C@:3]1([O:5][C@H:6]([CH2:17][OH:18])[C@H:7]([OH:13])[C@H:8]([OH:9])[C@H:2]1[NH2:27])[OH:4])[CH3:25]. The yield is 0.840. The reactants are O[C@:2]1([NH:27]OCC2C3C=CC=CC=3C3C2=CC=CC=3)[C@@H:8]([O:9]C(=O)C)[C@@H:7]([O:13]C(=O)C)[C@@H:6]([C:17](=C=O)[O:18]C(=O)C)[O:5][C@@:3]1([CH:24]([NH2:26])[CH3:25])[OH:4].[OH-].[Na+].C(Cl)Cl. (7) The reactants are [Li+].C[Si]([N-][Si](C)(C)C)(C)C.[CH3:11][N:12]([C:25](=[O:28])[CH2:26][CH3:27])[N:13]=[C:14]([C:20]([O:22]CC)=O)[C:15]([O:17][CH2:18][CH3:19])=[O:16]. The catalyst is C1COCC1. The product is [OH:22][C:20]1[C:14]([C:15]([O:17][CH2:18][CH3:19])=[O:16])=[N:13][N:12]([CH3:11])[C:25](=[O:28])[C:26]=1[CH3:27]. The yield is 0.610. (8) The reactants are Br[CH2:2][C:3]1[CH:8]=[CH:7][C:6]([F:9])=[CH:5][C:4]=1[C:10]([N:12]1[CH2:17][CH2:16][O:15][CH2:14][CH2:13]1)=[O:11].[N-:18]=[N+:19]=[N-:20].[Na+]. The catalyst is CN(C)C=O. The product is [N:18]([CH2:2][C:3]1[CH:8]=[CH:7][C:6]([F:9])=[CH:5][C:4]=1[C:10]([N:12]1[CH2:17][CH2:16][O:15][CH2:14][CH2:13]1)=[O:11])=[N+:19]=[N-:20]. The yield is 0.880. (9) The reactants are [OH:1][C:2]1[CH:7]=[CH:6][C:5]([C:8](=[O:10])[CH3:9])=[CH:4][C:3]=1[CH3:11].C(=O)([O-])[O-].[K+].[K+].[CH:18](I)([CH3:20])[CH3:19]. The catalyst is CN(C)C=O. The product is [CH:18]([O:1][C:2]1[CH:7]=[CH:6][C:5]([C:8](=[O:10])[CH3:9])=[CH:4][C:3]=1[CH3:11])([CH3:20])[CH3:19]. The yield is 0.840.